Dataset: Forward reaction prediction with 1.9M reactions from USPTO patents (1976-2016). Task: Predict the product of the given reaction. (1) Given the reactants OC1C=CC([CH:8]2[CH:13]([O:14][CH2:15][C:16]3[CH:17]=[CH:18][C:19]4[O:24][CH2:23][C:22](=[O:25])[N:21]([CH2:26][CH2:27][CH2:28][O:29][CH3:30])[C:20]=4[CH:31]=3)[CH2:12][CH2:11][CH2:10][N:9]2[C:32]([O:34][CH2:35][C:36]2[CH:41]=[CH:40][CH:39]=[CH:38][CH:37]=2)=[O:33])=CC=1.C1(C)C=CC(S([O:51][CH2:52][CH2:53][O:54][S:55]([C:58]2[CH:63]=[CH:62][C:61]([CH3:64])=[CH:60][CH:59]=2)(=[O:57])=[O:56])(=O)=O)=CC=1, predict the reaction product. The product is: [CH3:30][O:29][CH2:28][CH2:27][CH2:26][N:21]1[C:20]2[CH:31]=[C:16]([CH2:15][O:14][CH:13]3[CH:12]([C:16]4[CH:17]=[CH:18][C:19]([O:51][CH2:52][CH2:53][O:54][S:55]([C:58]5[CH:59]=[CH:60][C:61]([CH3:64])=[CH:62][CH:63]=5)(=[O:56])=[O:57])=[CH:20][CH:31]=4)[CH2:11][CH2:10][N:9]([C:32]([O:34][CH2:35][C:36]4[CH:41]=[CH:40][CH:39]=[CH:38][CH:37]=4)=[O:33])[CH2:8]3)[CH:17]=[CH:18][C:19]=2[O:24][CH2:23][C:22]1=[O:25]. (2) The product is: [NH2:60][C@@:59]([C:54]1[CH:53]=[CH:52][C:51]2[C:56](=[CH:57][CH:58]=[C:49]([O:48][C@H:45]3[CH2:44][CH2:43][C@H:42]([C:38]([CH3:41])([CH3:40])[CH3:39])[CH2:47][CH2:46]3)[C:50]=2[C:66]2[CH:71]=[CH:70][C:69]([Cl:72])=[CH:68][CH:67]=2)[CH:55]=1)([CH3:65])[CH2:63][OH:62]. Given the reactants N[C@@](C1C=CC2C(=CC=C(O[C@H]3CC[C@H](C(C)(C)C)CC3)C=2C2C=CC(OC(F)(F)F)=CC=2)C=1)(C)CO.[C:38]([C@H:42]1[CH2:47][CH2:46][C@H:45]([O:48][C:49]2[C:50]([C:66]3[CH:71]=[CH:70][C:69]([Cl:72])=[CH:68][CH:67]=3)=[C:51]3[C:56](=[CH:57][CH:58]=2)[CH:55]=[C:54]([C@:59]2([CH3:65])[CH2:63][O:62]C(=O)[NH:60]2)[CH:53]=[CH:52]3)[CH2:44][CH2:43]1)([CH3:41])([CH3:40])[CH3:39], predict the reaction product. (3) The product is: [Br:1][C:2]1[CH:7]=[CH:6][CH:5]=[C:4]([N+:9]([O-:11])=[O:10])[C:3]=1[OH:8]. Given the reactants [Br:1][C:2]1[CH:7]=[CH:6][CH:5]=[CH:4][C:3]=1[OH:8].[N+:9]([O-])([O-:11])=[O:10].[Na+], predict the reaction product. (4) Given the reactants C1N(CCO)CCN(CCS(O)(=O)=O)C1.[OH-].[Na+].CC1C(O)=C(C=O)C(COP(O)(O)=O)=CN=1.[CH2:34]1[CH2:41][C@H:40]([NH2:42])[C:38](=[O:39])[NH:37][CH2:36][CH2:35]1.OP(O)(O)=O, predict the reaction product. The product is: [CH2:34]1[CH2:41][C@@H:40]([NH2:42])[C:38](=[O:39])[NH:37][CH2:36][CH2:35]1.[CH2:34]1[CH2:41][C@H:40]([NH2:42])[C:38](=[O:39])[NH:37][CH2:36][CH2:35]1.